This data is from Reaction yield outcomes from USPTO patents with 853,638 reactions. The task is: Predict the reaction yield, written as a fraction of the theoretical maximum amount of product (1.0 means a 100% yield; for example, 0.34 means a 34% yield). The reactants are [F:1][C:2]([F:21])([F:20])[CH:3]1[CH2:7][CH2:6][CH2:5][N:4]1[C:8]1[CH:9]=[CH:10][C:11]2[N:12]([C:14]([C:17](O)=[O:18])=[CH:15][N:16]=2)[N:13]=1.N[C:23]1[N:28]=[CH:27][CH:26]=[CH:25][N:24]=1.O.CC([N:33](C)C)=O. The catalyst is O1CCOCC1. The product is [N:24]1[CH:25]=[CH:26][C:27]([NH:33][C:17]([C:14]2[N:12]3[N:13]=[C:8]([N:4]4[CH2:5][CH2:6][CH2:7][CH:3]4[C:2]([F:21])([F:20])[F:1])[CH:9]=[CH:10][C:11]3=[N:16][CH:15]=2)=[O:18])=[N:28][CH:23]=1. The yield is 0.460.